From a dataset of Reaction yield outcomes from USPTO patents with 853,638 reactions. Predict the reaction yield, written as a fraction of the theoretical maximum amount of product (1.0 means a 100% yield; for example, 0.34 means a 34% yield). (1) The reactants are C1([Li])C=CC=CC=1.[Cl-].[C:9]1([CH2:14][P+](C2C=CC=CC=2)(C2C=CC=CC=2)C2C=CC=CC=2)[S:13][CH:12]=[CH:11][CH:10]=1.[CH3:34][O:35][C:36]1[C:47]2=[C:48]3[N:43]([CH2:44][CH2:45][CH2:46]2)[CH2:42][CH2:41][CH2:40][C:39]3=[CH:38][C:37]=1[CH:49]=O.O. The catalyst is O1CCCC1.C(OCC)(=O)C. The product is [CH3:34][O:35][C:36]1[C:47]2=[C:48]3[N:43]([CH2:44][CH2:45][CH2:46]2)[CH2:42][CH2:41][CH2:40][C:39]3=[CH:38][C:37]=1[CH:49]=[CH:14][C:9]1[S:13][CH:12]=[CH:11][CH:10]=1. The yield is 0.639. (2) The reactants are [C:1]1([Mg]Br)[CH:6]=[CH:5][CH:4]=[CH:3][CH:2]=1.[CH:9](=[O:13])/[CH:10]=[CH:11]/[CH3:12].[Cl-].[NH4+]. The catalyst is O1CCCC1.CCOCC. The product is [C:1]1([CH:9]([OH:13])[CH:10]=[CH:11][CH3:12])[CH:6]=[CH:5][CH:4]=[CH:3][CH:2]=1. The yield is 0.999. (3) The reactants are [CH2:1]([C:3]1[S:28][C:6]2[N:7]([CH2:13][C:14]3[CH:19]=[CH:18][C:17]([C:20]4[C:21]([C:26]#[N:27])=[CH:22][CH:23]=[CH:24][CH:25]=4)=[CH:16][CH:15]=3)[C:8](=[O:12])[NH:9][C:10](=[O:11])[C:5]=2[CH:4]=1)[CH3:2].Br[CH2:30][C:31]([C:33]1[CH:38]=[C:37]([O:39][CH3:40])[CH:36]=[C:35]([O:41][CH3:42])[CH:34]=1)=[O:32].CN(C)C=O.[H-].[Na+]. The catalyst is C(OCC)(=O)C. The product is [CH3:42][O:41][C:35]1[CH:34]=[C:33]([C:31](=[O:32])[CH2:30][N:9]2[C:10](=[O:11])[C:5]3[CH:4]=[C:3]([CH2:1][CH3:2])[S:28][C:6]=3[N:7]([CH2:13][C:14]3[CH:19]=[CH:18][C:17]([C:20]4[C:21]([C:26]#[N:27])=[CH:22][CH:23]=[CH:24][CH:25]=4)=[CH:16][CH:15]=3)[C:8]2=[O:12])[CH:38]=[C:37]([O:39][CH3:40])[CH:36]=1. The yield is 0.520. (4) The reactants are C([O:3][P:4]([CH2:9][CH2:10][CH2:11][N:12]1[CH2:17][CH2:16][O:15][CH:14]([C:18]2[CH:23]=[CH:22][C:21]([O:24][CH2:25][CH2:26][CH2:27][CH2:28][CH2:29][CH2:30][CH2:31][CH3:32])=[CH:20][CH:19]=2)[CH2:13]1)(=[O:8])[O:5]CC)C.Br[Si](C)(C)C. The catalyst is C(Cl)Cl. The product is [CH2:25]([O:24][C:21]1[CH:20]=[CH:19][C:18]([CH:14]2[O:15][CH2:16][CH2:17][N:12]([CH2:11][CH2:10][CH2:9][P:4](=[O:3])([OH:5])[OH:8])[CH2:13]2)=[CH:23][CH:22]=1)[CH2:26][CH2:27][CH2:28][CH2:29][CH2:30][CH2:31][CH3:32]. The yield is 0.698. (5) The reactants are [Cl:1][C:2]1[N:3]=[N:4][C:5](Cl)=[CH:6][C:7]=1[C:8]1[CH:13]=[CH:12][CH:11]=[CH:10][CH:9]=1.[NH4+:15].[OH-]. No catalyst specified. The product is [Cl:1][C:2]1[N:3]=[N:4][C:5]([NH2:15])=[CH:6][C:7]=1[C:8]1[CH:13]=[CH:12][CH:11]=[CH:10][CH:9]=1. The yield is 0.560. (6) The reactants are C([Sn](CCCC)(CCCC)[CH2:6][O:7][CH2:8][O:9][CH3:10])CCC.[Li]CCCC.[Br:24][C:25]1[CH:30]=[CH:29][C:28]([NH:31][C:32]2[C:33]([CH:43]=[O:44])=[CH:34][C:35]3[N:39]([CH3:40])[CH:38]=[N:37][C:36]=3[C:41]=2[F:42])=[C:27]([Cl:45])[CH:26]=1. The catalyst is C1COCC1. The product is [Br:24][C:25]1[CH:30]=[CH:29][C:28]([NH:31][C:32]2[C:33]([CH:43]([OH:44])[CH2:6][O:7][CH2:8][O:9][CH3:10])=[CH:34][C:35]3[N:39]([CH3:40])[CH:38]=[N:37][C:36]=3[C:41]=2[F:42])=[C:27]([Cl:45])[CH:26]=1. The yield is 0.640. (7) The reactants are [F:1][C:2]([F:17])([F:16])[O:3][C:4]1[CH:15]=[CH:14][C:7]([CH2:8][CH:9]([C:12]#[N:13])[C:10]#[N:11])=[CH:6][CH:5]=1.[H-].[Na+].[Cl:20][C:21]([Cl:25])=[CH:22][CH2:23]Cl. The catalyst is CN(C)C=O. The product is [Cl:20][C:21]([Cl:25])=[CH:22][CH2:23][C:9]([CH2:8][C:7]1[CH:6]=[CH:5][C:4]([O:3][C:2]([F:16])([F:17])[F:1])=[CH:15][CH:14]=1)([C:12]#[N:13])[C:10]#[N:11]. The yield is 0.280. (8) The reactants are [C:1]([C:5]1[CH:6]=[C:7]2[C:12](=[CH:13][CH:14]=1)[C:11](=[O:15])[N:10]([C:16]1[C:17]([CH:49]=[O:50])=[C:18]([N:22]3[CH:26]=[C:25]([C:27]#[N:28])[C:24]([NH:29][C:30]([C:43]4[CH:48]=[CH:47][CH:46]=[CH:45][CH:44]=4)([C:37]4[CH:42]=[CH:41][CH:40]=[CH:39][CH:38]=4)[C:31]4[CH:36]=[CH:35][CH:34]=[CH:33][CH:32]=4)=[N:23]3)[CH:19]=[CH:20][CH:21]=1)[N:9]=[CH:8]2)([CH3:4])([CH3:3])[CH3:2].[BH4-].[Na+]. The catalyst is C(Cl)Cl.CO. The product is [C:1]([C:5]1[CH:6]=[C:7]2[C:12](=[CH:13][CH:14]=1)[C:11](=[O:15])[N:10]([C:16]1[C:17]([CH2:49][OH:50])=[C:18]([N:22]3[CH:26]=[C:25]([C:27]#[N:28])[C:24]([NH:29][C:30]([C:31]4[CH:32]=[CH:33][CH:34]=[CH:35][CH:36]=4)([C:37]4[CH:38]=[CH:39][CH:40]=[CH:41][CH:42]=4)[C:43]4[CH:48]=[CH:47][CH:46]=[CH:45][CH:44]=4)=[N:23]3)[CH:19]=[CH:20][CH:21]=1)[N:9]=[CH:8]2)([CH3:4])([CH3:2])[CH3:3]. The yield is 0.760.